Task: Predict the product of the given reaction.. Dataset: Forward reaction prediction with 1.9M reactions from USPTO patents (1976-2016) (1) Given the reactants C[O:2][C:3]([CH2:5][CH2:6][NH:7][C:8]([C:10]1[N:11]([CH3:34])[CH:12]=[C:13]([NH:15][C:16]([C:18]2[C:19]([C:24]3[CH:29]=[CH:28][C:27]([C:30]([F:33])([F:32])[F:31])=[CH:26][CH:25]=3)=[CH:20][CH:21]=[CH:22][CH:23]=2)=[O:17])[CH:14]=1)=[O:9])=[O:4].[OH-].[Na+].ClCCl.C(O)C, predict the reaction product. The product is: [OH:4][C:3]([CH2:5][CH2:6][NH:7][C:8]([C:10]1[N:11]([CH3:34])[CH:12]=[C:13]([NH:15][C:16]([C:18]2[C:19]([C:24]3[CH:25]=[CH:26][C:27]([C:30]([F:32])([F:31])[F:33])=[CH:28][CH:29]=3)=[CH:20][CH:21]=[CH:22][CH:23]=2)=[O:17])[CH:14]=1)=[O:9])=[O:2]. (2) Given the reactants [Cl:1][C:2]1[CH:7]=[CH:6][C:5]([NH:8][C:9]([CH:11]2[CH2:16][N:15]([C:17](=[O:29])[C:18]3[CH:23]=[CH:22][CH:21]=[C:20]([C:24]4[O:25][CH:26]=[CH:27][CH:28]=4)[CH:19]=3)[CH2:14][CH2:13][NH:12]2)=[O:10])=[CH:4][CH:3]=1.[N:30]([C:33]1[CH:38]=[CH:37][CH:36]=[CH:35][CH:34]=1)=[C:31]=[O:32], predict the reaction product. The product is: [Cl:1][C:2]1[CH:7]=[CH:6][C:5]([NH:8][C:9]([CH:11]2[CH2:16][N:15]([C:17](=[O:29])[C:18]3[CH:23]=[CH:22][CH:21]=[C:20]([C:24]4[O:25][CH:26]=[CH:27][CH:28]=4)[CH:19]=3)[CH2:14][CH2:13][N:12]2[C:31]([NH:30][C:33]2[CH:38]=[CH:37][CH:36]=[CH:35][CH:34]=2)=[O:32])=[O:10])=[CH:4][CH:3]=1. (3) Given the reactants [NH2:1][CH2:2][C:3]1[N:4]([CH2:21][CH:22]([CH3:24])[CH3:23])[C:5](=[O:20])[C:6]2[C:11]([C:12]=1[C:13]1[CH:18]=[CH:17][CH:16]=[CH:15][CH:14]=1)=[CH:10][C:9](Br)=[CH:8][CH:7]=2.[CH3:25][N:26]1CCCC1=O.[Cl-].[NH4+], predict the reaction product. The product is: [NH2:1][CH2:2][C:3]1[N:4]([CH2:21][CH:22]([CH3:24])[CH3:23])[C:5](=[O:20])[C:6]2[C:11]([C:12]=1[C:13]1[CH:18]=[CH:17][CH:16]=[CH:15][CH:14]=1)=[CH:10][C:9]([C:25]#[N:26])=[CH:8][CH:7]=2. (4) Given the reactants Br[C:2]1[CH:3]=[C:4]([S:8]([N:11]2[CH2:16][C@H:15]([CH3:17])[O:14][C:13]3[N:18]=[CH:19][C:20]([NH:22][C:23](=[O:29])[O:24][C:25]([CH3:28])([CH3:27])[CH3:26])=[CH:21][C:12]2=3)(=[O:10])=[O:9])[CH:5]=[CH:6][CH:7]=1.[CH:30]1(B(O)O)[CH2:32][CH2:31]1.C1(P(C2CCCCC2)C2CCCCC2)CCCCC1.[O-]P([O-])([O-])=O.[K+].[K+].[K+], predict the reaction product. The product is: [CH:30]1([C:2]2[CH:3]=[C:4]([S:8]([N:11]3[CH2:16][C@H:15]([CH3:17])[O:14][C:13]4[N:18]=[CH:19][C:20]([NH:22][C:23](=[O:29])[O:24][C:25]([CH3:26])([CH3:28])[CH3:27])=[CH:21][C:12]3=4)(=[O:9])=[O:10])[CH:5]=[CH:6][CH:7]=2)[CH2:32][CH2:31]1.